Dataset: Peptide-MHC class I binding affinity with 185,985 pairs from IEDB/IMGT. Task: Regression. Given a peptide amino acid sequence and an MHC pseudo amino acid sequence, predict their binding affinity value. This is MHC class I binding data. (1) The peptide sequence is GYGRVNAGK. The MHC is HLA-B07:02 with pseudo-sequence HLA-B07:02. The binding affinity (normalized) is 0.0847. (2) The peptide sequence is FPVRPQVPY. The MHC is H-2-Ld with pseudo-sequence H-2-Ld. The binding affinity (normalized) is 0.